This data is from Hepatocyte clearance measurements from AstraZeneca. The task is: Regression/Classification. Given a drug SMILES string, predict its absorption, distribution, metabolism, or excretion properties. Task type varies by dataset: regression for continuous measurements (e.g., permeability, clearance, half-life) or binary classification for categorical outcomes (e.g., BBB penetration, CYP inhibition). For this dataset (clearance_hepatocyte_az), we predict log10(clearance) (log10 of the in vitro intrinsic clearance, CLint, in uL/min per 10^6 hepatocytes; values are censored to the assay range of 3 to 150, which is 0.477 to 2.18 on this log10 scale). The compound is NC(=O)NC(=O)C(Nc1ccc2c(c1)CCC2)c1ccccc1. The log10(clearance) is 1.74.